From a dataset of NCI-60 drug combinations with 297,098 pairs across 59 cell lines. Regression. Given two drug SMILES strings and cell line genomic features, predict the synergy score measuring deviation from expected non-interaction effect. (1) Drug 1: CS(=O)(=O)C1=CC(=C(C=C1)C(=O)NC2=CC(=C(C=C2)Cl)C3=CC=CC=N3)Cl. Drug 2: C1CCC(CC1)NC(=O)N(CCCl)N=O. Cell line: HOP-92. Synergy scores: CSS=35.1, Synergy_ZIP=2.81, Synergy_Bliss=7.19, Synergy_Loewe=0.465, Synergy_HSA=7.65. (2) Drug 1: C1CN1C2=NC(=NC(=N2)N3CC3)N4CC4. Drug 2: CCC1(C2=C(COC1=O)C(=O)N3CC4=CC5=C(C=CC(=C5CN(C)C)O)N=C4C3=C2)O.Cl. Cell line: HOP-92. Synergy scores: CSS=41.8, Synergy_ZIP=-9.64, Synergy_Bliss=-0.0415, Synergy_Loewe=-1.93, Synergy_HSA=5.55.